Dataset: Full USPTO retrosynthesis dataset with 1.9M reactions from patents (1976-2016). Task: Predict the reactants needed to synthesize the given product. (1) Given the product [O:42]=[CH:43][C@@H:44]([C@H:45]([C@@H:46]([C@@H:47]([CH2:49][OH:50])[OH:48])[OH:51])[OH:52])[OH:53].[CH3:24][C@:25]12[C@@H:34]3[CH2:35][CH2:36][C@@:37]4([O:42][C@@H:43]5[O:48][C@H:47]([CH2:49][OH:50])[C@@H:46]([OH:51])[C@H:45]([OH:52])[C@H:44]5[O:53][C@@H:54]5[O:59][C@H:58]([CH2:60][OH:61])[C@@H:57]([OH:62])[C@H:56]([OH:63])[C@H:55]5[OH:75])[C:39]([CH2:41][C@@:33]3([CH2:38]4)[CH2:32][CH2:31][C@@H:30]1[C@@:29]([C:77]([O:79][C@@H:80]1[O:85][C@H:84]([CH2:86][OH:87])[C@@H:83]([OH:88])[C@H:82]([OH:89])[C@H:81]1[OH:90])=[O:78])([CH3:76])[CH2:28][CH2:27][CH2:26]2)=[CH2:40], predict the reactants needed to synthesize it. The reactants are: C(O)[C@@H]1O[C@H](O[C@]2(CCl)O[C@H](CCl)[C@@H](O)[C@@H]2O)[C@@H](O)[C@@H](O)[C@H]1Cl.[CH3:24][C@:25]12[C@@H:34]3[CH2:35][CH2:36][C@@:37]4([O:42][C@@H:43]5[O:48][C@H:47]([CH2:49][OH:50])[C@@H:46]([OH:51])[C@H:45]([OH:52])[C@H:44]5[O:53][C@@H:54]5[O:59][C@H:58]([CH2:60][OH:61])[C@@H:57]([OH:62])[C@H:56]([O:63][C@@H]6O[C@H](CO)[C@@H](O)[C@H](O)[C@H]6O)[C@H:55]5[OH:75])[C:39]([CH2:41][C@@:33]3([CH2:38]4)[CH2:32][CH2:31][C@@H:30]1[C@@:29]([C:77]([O:79][C@@H:80]1[O:85][C@H:84]([CH2:86][OH:87])[C@@H:83]([OH:88])[C@H:82]([OH:89])[C@H:81]1[OH:90])=[O:78])([CH3:76])[CH2:28][CH2:27][CH2:26]2)=[CH2:40]. (2) Given the product [NH2:1][C:2]1[C:11]([F:12])=[C:10]([F:13])[C:9]([O:14][CH3:15])=[C:8]2[C:3]=1[C:4](=[O:28])[C:5]([C:23]([OH:25])=[O:24])=[CH:6][N:7]2[CH2:16][C:17]1[CH:22]=[CH:21][CH:20]=[CH:19][CH:18]=1, predict the reactants needed to synthesize it. The reactants are: [NH2:1][C:2]1[C:11]([F:12])=[C:10]([F:13])[C:9]([O:14][CH3:15])=[C:8]2[C:3]=1[C:4](=[O:28])[C:5]([C:23]([O:25]CC)=[O:24])=[CH:6][N:7]2[CH2:16][C:17]1[CH:22]=[CH:21][CH:20]=[CH:19][CH:18]=1.[OH-].[Na+]. (3) Given the product [CH3:1][O:2][C:3]1[CH:4]=[C:5]([NH:11][C:12](=[O:28])[CH2:13][N:14]2[C:18]3[C:19]([C:23]([N:25]([CH3:26])[CH3:29])=[O:24])=[CH:20][CH:21]=[CH:22][C:17]=3[N:16]=[CH:15]2)[CH:6]=[C:7]([O:9][CH3:10])[CH:8]=1, predict the reactants needed to synthesize it. The reactants are: [CH3:1][O:2][C:3]1[CH:4]=[C:5]([NH:11][C:12](=[O:28])[CH2:13][N:14]2[C:18]3[C:19]([C:23]([NH:25][CH2:26]C)=[O:24])=[CH:20][CH:21]=[CH:22][C:17]=3[N:16]=[CH:15]2)[CH:6]=[C:7]([O:9][CH3:10])[CH:8]=1.[CH3:29]OC1C=C(NC(=O)CN2C3C(C(O)=O)=CC=CC=3N=C2)C=C(OC)C=1.[Cl-].C[NH2+]C. (4) Given the product [S:1](=[O:22])(=[O:21])([O:3][CH2:4][C@@H:5]1[C@@H:9]([C:10]2[CH:15]=[CH:14][CH:13]=[CH:12][C:11]=2[N+:16]([O-:18])=[O:17])[O:8][C:7](=[O:30])[O:6]1)[NH2:2], predict the reactants needed to synthesize it. The reactants are: [S:1](=[O:22])(=[O:21])([O:3][CH2:4][C@@H:5]1[C@@H:9]([C:10]2[CH:15]=[CH:14][CH:13]=[CH:12][C:11]=2[N+:16]([O-:18])=[O:17])[O:8][C:7](C)(C)[O:6]1)[NH2:2].Cl.C1N=CN(C(N2C=NC=C2)=[O:30])C=1. (5) The reactants are: [CH3:1][N:2]1[C:7]2[CH:8]=[CH:9][C:10]([N+:12]([O-])=O)=[CH:11][C:6]=2[S:5][CH2:4][C:3]1=[O:15].[Cl-].[NH4+]. Given the product [CH3:1][N:2]1[C:7]2[CH:8]=[CH:9][C:10]([NH2:12])=[CH:11][C:6]=2[S:5][CH2:4][C:3]1=[O:15], predict the reactants needed to synthesize it.